This data is from Forward reaction prediction with 1.9M reactions from USPTO patents (1976-2016). The task is: Predict the product of the given reaction. Given the reactants [N+](C1C=CC(C[O:9][C:10]([C:12]2[N:13]3[CH:16]([S:17][CH:18]=2)[C:15]([CH:20](OC(=O)C)[C:21]2[N:32]=[C:31]4[N:23]([C:24]5[CH2:25][CH2:26][CH2:27][C:28]=5[C:29]([O:33][CH2:34][CH3:35])=[N:30]4)[CH:22]=2)(Br)[C:14]3=[O:40])=[O:11])=CC=1)([O-])=O.[H][H], predict the reaction product. The product is: [CH2:34]([O:33][C:29]1[C:28]2[CH2:27][CH2:26][CH2:25][C:24]=2[N:23]2[C:31](=[N:32][C:21]([CH:20]=[C:15]3[C:14](=[O:40])[N:13]4[CH:16]3[S:17][CH:18]=[C:12]4[C:10]([OH:11])=[O:9])=[CH:22]2)[N:30]=1)[CH3:35].